From a dataset of Forward reaction prediction with 1.9M reactions from USPTO patents (1976-2016). Predict the product of the given reaction. The product is: [CH3:11][O:10][C:9]1[CH:8]=[CH:7][C:6]([S:12]([N:15]2[CH2:20][CH2:19][CH2:18][CH2:17][CH2:16]2)(=[O:14])=[O:13])=[CH:5][C:4]=1[NH:1][C:2]([NH:21][C:22]1[C:30]2[N:29]=[CH:28][N:27]([CH3:31])[C:26]=2[CH:25]=[CH:24][CH:23]=1)=[S:3]. Given the reactants [N:1]([C:4]1[CH:5]=[C:6]([S:12]([N:15]2[CH2:20][CH2:19][CH2:18][CH2:17][CH2:16]2)(=[O:14])=[O:13])[CH:7]=[CH:8][C:9]=1[O:10][CH3:11])=[C:2]=[S:3].[NH2:21][C:22]1[C:30]2[N:29]=[CH:28][N:27]([CH3:31])[C:26]=2[CH:25]=[CH:24][CH:23]=1.COC1C=CN=CC=1NC(NC1C2N=CN(C)C=2C=CC=1)=S, predict the reaction product.